Dataset: Peptide-MHC class I binding affinity with 185,985 pairs from IEDB/IMGT. Task: Regression. Given a peptide amino acid sequence and an MHC pseudo amino acid sequence, predict their binding affinity value. This is MHC class I binding data. (1) The peptide sequence is LPFEKSTVM. The MHC is HLA-B35:01 with pseudo-sequence HLA-B35:01. The binding affinity (normalized) is 0.740. (2) The peptide sequence is DEIGEDVA. The MHC is HLA-B44:03 with pseudo-sequence HLA-B44:03. The binding affinity (normalized) is 0.115. (3) The peptide sequence is KSQDNQWSY. The MHC is Mamu-A02 with pseudo-sequence Mamu-A02. The binding affinity (normalized) is 0. (4) The binding affinity (normalized) is 0.815. The peptide sequence is NSLILLECFV. The MHC is HLA-A02:01 with pseudo-sequence HLA-A02:01. (5) The peptide sequence is GIADIRDKYM. The MHC is HLA-A02:03 with pseudo-sequence HLA-A02:03. The binding affinity (normalized) is 0.642. (6) The peptide sequence is IPRACQKSL. The MHC is HLA-A01:01 with pseudo-sequence HLA-A01:01. The binding affinity (normalized) is 0.0847.